From a dataset of Full USPTO retrosynthesis dataset with 1.9M reactions from patents (1976-2016). Predict the reactants needed to synthesize the given product. Given the product [C:1]([C:5]1[N:10]=[CH:9][N:8]=[C:7]([NH:11][C:21](=[O:29])[O:22][C:23]2[CH:28]=[CH:27][CH:26]=[CH:25][CH:24]=2)[CH:6]=1)([CH3:4])([CH3:2])[CH3:3], predict the reactants needed to synthesize it. The reactants are: [C:1]([C:5]1[N:10]=[CH:9][N:8]=[C:7]([NH2:11])[CH:6]=1)([CH3:4])([CH3:3])[CH3:2].C(N(C(C)C)C(C)C)C.[C:21](Cl)(=[O:29])[O:22][C:23]1[CH:28]=[CH:27][CH:26]=[CH:25][CH:24]=1.